Predict the product of the given reaction. From a dataset of Forward reaction prediction with 1.9M reactions from USPTO patents (1976-2016). (1) Given the reactants Cl.Cl.[Cl:3][C:4]1[C:5]([N:10]2[CH2:15][CH2:14][N:13]([CH2:16][CH2:17][NH:18][CH3:19])[CH2:12][CH2:11]2)=[N:6][CH:7]=[CH:8][N:9]=1.C(N(CC)CC)C.[C:27]1([S:33](Cl)(=[O:35])=[O:34])[CH:32]=[CH:31][CH:30]=[CH:29][CH:28]=1.Cl, predict the reaction product. The product is: [Cl:3][C:4]1[C:5]([N:10]2[CH2:11][CH2:12][N:13]([CH2:16][CH2:17][N:18]([CH3:19])[S:33]([C:27]3[CH:32]=[CH:31][CH:30]=[CH:29][CH:28]=3)(=[O:35])=[O:34])[CH2:14][CH2:15]2)=[N:6][CH:7]=[CH:8][N:9]=1. (2) Given the reactants Cl[C:2]1[N:10]=[C:9]([F:11])[N:8]=[C:7]2[C:3]=1[NH:4][CH:5]=[N:6]2.CCN(C(C)C)C(C)C.[N:21]1[CH:26]=[CH:25][CH:24]=[C:23]([CH2:27][NH2:28])[CH:22]=1.C(Cl)(Cl)Cl, predict the reaction product. The product is: [F:11][C:9]1[N:8]=[C:7]2[C:3]([N:4]=[CH:5][NH:6]2)=[C:2]([NH:28][CH2:27][C:23]2[CH:22]=[N:21][CH:26]=[CH:25][CH:24]=2)[N:10]=1.